This data is from Full USPTO retrosynthesis dataset with 1.9M reactions from patents (1976-2016). The task is: Predict the reactants needed to synthesize the given product. (1) Given the product [C:1]12([NH:11][S:12]([C:15]3[CH:20]=[CH:19][C:18]([B:22]4[O:26][C:25]([CH3:28])([CH3:27])[C:24]([CH3:30])([CH3:29])[O:23]4)=[CH:17][N:16]=3)(=[O:14])=[O:13])[CH2:10][CH:5]3[CH2:6][CH:7]([CH2:9][CH:3]([CH2:4]3)[CH2:2]1)[CH2:8]2, predict the reactants needed to synthesize it. The reactants are: [C:1]12([NH:11][S:12]([C:15]3[CH:20]=[CH:19][C:18](Br)=[CH:17][N:16]=3)(=[O:14])=[O:13])[CH2:10][CH:5]3[CH2:6][CH:7]([CH2:9][CH:3]([CH2:4]3)[CH2:2]1)[CH2:8]2.[B:22]1([B:22]2[O:26][C:25]([CH3:28])([CH3:27])[C:24]([CH3:30])([CH3:29])[O:23]2)[O:26][C:25]([CH3:28])([CH3:27])[C:24]([CH3:30])([CH3:29])[O:23]1.C([O-])(=O)C.[K+]. (2) The reactants are: [Br:1][C:2]1[CH:7]=[CH:6][C:5]([CH2:8][OH:9])=[C:4]([CH3:10])[CH:3]=1.[S:11](Cl)([CH3:14])(=[O:13])=[O:12].[NH4+].[Cl-]. Given the product [Br:1][C:2]1[CH:7]=[CH:6][C:5]([CH2:8][O:9][S:11]([CH3:14])(=[O:13])=[O:12])=[C:4]([CH3:10])[CH:3]=1, predict the reactants needed to synthesize it. (3) Given the product [C:2]([C:7]1[O:11][C:10]([CH2:12][N:13]2[N:17]=[C:16]([NH:18][C:32]([C:28]3[N:29]=[CH:30][O:31][C:27]=3[C:23]3[CH:24]=[CH:25][CH:26]=[C:21]([C:20]([F:36])([F:19])[F:35])[CH:22]=3)=[O:33])[CH:15]=[N:14]2)=[CH:9][CH:8]=1)(=[O:6])[CH3:1], predict the reactants needed to synthesize it. The reactants are: [CH3:1][C:2]1([C:7]2[O:11][C:10]([CH2:12][N:13]3[N:17]=[C:16]([NH2:18])[CH:15]=[N:14]3)=[CH:9][CH:8]=2)[O:6]CCO1.[F:19][C:20]([F:36])([F:35])[C:21]1[CH:22]=[C:23]([C:27]2[O:31][CH:30]=[N:29][C:28]=2[C:32](O)=[O:33])[CH:24]=[CH:25][CH:26]=1. (4) Given the product [CH3:21][O:25][N:26]([CH3:27])[C:9](=[O:10])[CH2:8][CH:7]([C:12]1[CH:17]=[CH:16][CH:15]=[CH:14][CH:13]=1)[C:1]1[CH:6]=[CH:5][CH:4]=[CH:3][CH:2]=1, predict the reactants needed to synthesize it. The reactants are: [C:1]1([CH:7]([C:12]2[CH:17]=[CH:16][CH:15]=[CH:14][CH:13]=2)[CH2:8][C:9](O)=[O:10])[CH:6]=[CH:5][CH:4]=[CH:3][CH:2]=1.CN([C:21]([O:25][N:26]1N=NC2C=CC=C[C:27]1=2)=[N+](C)C)C.[B-](F)(F)(F)F.Cl.CNOC.C([O-])(O)=O.[Na+]. (5) Given the product [C:1]([O:5][C:6]([N:8]1[C@@H:12]([CH3:13])[C@H:11]([F:14])[CH2:10][C@H:9]1[C:15]([NH:17][CH2:18][C:19]1[C:24]([F:25])=[CH:23][N:22]=[C:21]([C:26]2[CH:31]=[N:30][C:29]([C:32]([F:33])([F:34])[F:35])=[C:28]([C:36]([OH:38])=[O:37])[CH:27]=2)[CH:20]=1)=[O:16])=[O:7])([CH3:2])([CH3:3])[CH3:4], predict the reactants needed to synthesize it. The reactants are: [C:1]([O:5][C:6]([N:8]1[C@@H:12]([CH3:13])[C@H:11]([F:14])[CH2:10][C@H:9]1[C:15]([NH:17][CH2:18][C:19]1[C:24]([F:25])=[CH:23][N:22]=[C:21]([C:26]2[CH:27]=[C:28]([C:36]([O:38]CC)=[O:37])[C:29]([C:32]([F:35])([F:34])[F:33])=[N:30][CH:31]=2)[CH:20]=1)=[O:16])=[O:7])([CH3:4])([CH3:3])[CH3:2].[Li+].[OH-].O.Cl. (6) Given the product [CH3:1][O:2][C:3]([C:5]1[N:6]([NH:10][C:11](=[O:21])[CH:12]([O:13][CH2:14][C:15]2[CH:20]=[CH:19][CH:18]=[CH:17][CH:16]=2)[CH3:22])[CH:7]=[N:8][CH:9]=1)=[O:4], predict the reactants needed to synthesize it. The reactants are: [CH3:1][O:2][C:3]([C:5]1[N:6]([NH:10][C:11](=[O:21])[CH2:12][O:13][CH2:14][C:15]2[CH:20]=[CH:19][CH:18]=[CH:17][CH:16]=2)[CH:7]=[N:8][CH:9]=1)=[O:4].[CH2:22](OC(C)C(O)=O)C1C=CC=CC=1.CCN(C(C)C)C(C)C.CN(C(ON1N=NC2C=CC=NC1=2)=[N+](C)C)C.F[P-](F)(F)(F)(F)F. (7) Given the product [N:11]1([C:9]2[N:10]=[C:5]3[N:4]=[CH:3][C:2]([C:18]#[C:17][C:19]4[CH:20]=[C:21]([CH3:25])[CH:22]=[CH:23][CH:24]=4)=[CH:7][N:6]3[N:8]=2)[CH2:16][CH2:15][O:14][CH2:13][CH2:12]1, predict the reactants needed to synthesize it. The reactants are: Br[C:2]1[CH:3]=[N:4][C:5]2[N:6]([N:8]=[C:9]([N:11]3[CH2:16][CH2:15][O:14][CH2:13][CH2:12]3)[N:10]=2)[CH:7]=1.[C:17]([C:19]1[CH:24]=[CH:23][CH:22]=[C:21]([CH3:25])[CH:20]=1)#[CH:18]. (8) Given the product [CH2:23]([O:1][C:2]1[C:7]2[O:8][CH:9]([CH3:13])[C:10](=[O:12])[NH:11][C:6]=2[CH:5]=[C:4]([CH:14]=[O:15])[CH:3]=1)[CH3:24], predict the reactants needed to synthesize it. The reactants are: [OH:1][C:2]1[C:7]2[O:8][CH:9]([CH3:13])[C:10](=[O:12])[NH:11][C:6]=2[CH:5]=[C:4]([CH:14]=[O:15])[CH:3]=1.C(=O)([O-])[O-].[Cs+].[Cs+].I[CH2:23][CH3:24].